This data is from Full USPTO retrosynthesis dataset with 1.9M reactions from patents (1976-2016). The task is: Predict the reactants needed to synthesize the given product. The reactants are: [NH2:1][C@@H:2]1[CH2:7][CH2:6][CH2:5][CH2:4][C@@H:3]1[N:8]1[C:12]([C:13]2[CH:18]=[CH:17][CH:16]=[CH:15][CH:14]=2)=[C:11]([C:19]([O:21][CH2:22][CH3:23])=[O:20])[N:10]=[CH:9]1.C(N(CC)CC)C.Cl[C:32]([O:34][CH2:35][C:36]1[CH:41]=[CH:40][CH:39]=[CH:38][CH:37]=1)=[O:33]. Given the product [CH2:35]([O:34][C:32]([NH:1][C@@H:2]1[CH2:7][CH2:6][CH2:5][CH2:4][C@@H:3]1[N:8]1[C:12]([C:13]2[CH:18]=[CH:17][CH:16]=[CH:15][CH:14]=2)=[C:11]([C:19]([O:21][CH2:22][CH3:23])=[O:20])[N:10]=[CH:9]1)=[O:33])[C:36]1[CH:41]=[CH:40][CH:39]=[CH:38][CH:37]=1, predict the reactants needed to synthesize it.